This data is from Full USPTO retrosynthesis dataset with 1.9M reactions from patents (1976-2016). The task is: Predict the reactants needed to synthesize the given product. (1) Given the product [C:1]([O:5][C@@H:6]([C:12]1[C:13]([CH3:45])=[N:14][C:15]2[N:16]([N:30]=[C:31]([C:33](=[O:44])[NH:34][CH2:35][C:36]3[CH:41]=[CH:40][C:39]([F:42])=[C:38]([CH3:43])[CH:37]=3)[C:32]=2[Cl:53])[C:17]=1[C:18]1[C:19]([CH3:29])=[C:20]2[C:25](=[C:26]([F:28])[CH:27]=1)[O:24][CH2:23][CH2:22][CH2:21]2)[C:7]([O:9][CH2:10][CH3:11])=[O:8])([CH3:4])([CH3:3])[CH3:2], predict the reactants needed to synthesize it. The reactants are: [C:1]([O:5][C@@H:6]([C:12]1[C:13]([CH3:45])=[N:14][C:15]2[N:16]([N:30]=[C:31]([C:33](=[O:44])[NH:34][CH2:35][C:36]3[CH:41]=[CH:40][C:39]([F:42])=[C:38]([CH3:43])[CH:37]=3)[CH:32]=2)[C:17]=1[C:18]1[C:19]([CH3:29])=[C:20]2[C:25](=[C:26]([F:28])[CH:27]=1)[O:24][CH2:23][CH2:22][CH2:21]2)[C:7]([O:9][CH2:10][CH3:11])=[O:8])([CH3:4])([CH3:3])[CH3:2].C1C(=O)N([Cl:53])C(=O)C1. (2) Given the product [CH3:11][C:10]([O:9][C:7]([N:6]1[CH:2]([CH3:1])[CH2:3][CH:4]([C:14]([OH:16])=[O:15])[CH2:5]1)=[O:8])([CH3:12])[CH3:13], predict the reactants needed to synthesize it. The reactants are: [CH3:1][CH:2]1[N:6]([C:7]([O:9][C:10]([CH3:13])([CH3:12])[CH3:11])=[O:8])[CH2:5][CH:4]([C:14]([O:16]CC)=[O:15])[CH2:3]1.O[Li].O.O. (3) Given the product [CH2:2]([OH:11])[C@@H:3]([C@H:5]([C@@H:7]([CH2:9][OH:10])[OH:8])[OH:6])[OH:4].[Ga:1], predict the reactants needed to synthesize it. The reactants are: [Ga:1].[CH2:2]([OH:11])[C@@H:3]([C@H:5]([C@@H:7]([CH2:9][OH:10])[OH:8])[OH:6])[OH:4].CC(C)[O-].[Ga+3].CC(C)[O-].CC(C)[O-].